From a dataset of Full USPTO retrosynthesis dataset with 1.9M reactions from patents (1976-2016). Predict the reactants needed to synthesize the given product. (1) Given the product [CH:12]1[N:11]([CH:2]2[O:10][CH:7]([CH2:8][OH:9])[CH:5]([OH:6])[CH:3]2[OH:4])[C:21]2[N:20]=[C:18]([NH2:19])[N:17]=[C:15]([NH2:23])[C:14]=2[N:13]=1, predict the reactants needed to synthesize it. The reactants are: O.[C@@H:2]1([N:11]2[C:21]3[N:20]=[C:18]([NH2:19])[NH:17][C:15](=O)[C:14]=3[N:13]=[CH:12]2)[O:10][C@H:7]([CH2:8][OH:9])[C@@H:5]([OH:6])[C@H:3]1[OH:4].[SiH3][NH:23][SiH3].C1(C)C=CC=CC=1.C(O)(C)C.[OH-].[NH4+].O. (2) Given the product [Cl:1][C:2]1[CH:3]=[CH:4][CH:5]=[C:6]2[C:10]=1[N:9]([CH:22]1[CH2:26][CH2:25][CH2:24][CH2:23]1)[N:8]=[C:7]2[C:11]1[CH:16]=[CH:15][C:14]([O:17][CH3:18])=[CH:13][C:12]=1[CH3:19], predict the reactants needed to synthesize it. The reactants are: [Cl:1][C:2]1[CH:3]=[CH:4][CH:5]=[C:6]2[C:10]=1[NH:9][N:8]=[C:7]2[C:11]1[CH:16]=[CH:15][C:14]([O:17][CH3:18])=[CH:13][C:12]=1[CH3:19].[H-].[Na+].[CH:22]1(Br)[CH2:26][CH2:25][CH2:24][CH2:23]1. (3) The reactants are: C([N:8]1[C@H:12]([CH3:13])[CH2:11][C@H:10]([CH2:14][N:15]2[C:23]3[C:18](=[CH:19][C:20]([C:24]4[CH:25]=[N:26][N:27]([CH:29]5[CH2:34][CH2:33][CH2:32][CH2:31][O:30]5)[CH:28]=4)=[CH:21][CH:22]=3)[CH:17]=[N:16]2)[CH2:9]1)C1C=CC=CC=1.C([O-])=O.[NH4+].C(OCC)(=O)C. Given the product [CH3:13][C@H:12]1[NH:8][CH2:9][C@@H:10]([CH2:14][N:15]2[C:23]3[C:18](=[CH:19][C:20]([C:24]4[CH:25]=[N:26][N:27]([CH:29]5[CH2:34][CH2:33][CH2:32][CH2:31][O:30]5)[CH:28]=4)=[CH:21][CH:22]=3)[CH:17]=[N:16]2)[CH2:11]1, predict the reactants needed to synthesize it. (4) The reactants are: C12(CO)CC3CC(CC(C3)C1)C2.[CH:13]12[CH2:22][CH:17]3[CH2:18][CH:19]([CH2:21][CH:15]([CH2:16]3)[CH:14]1[OH:23])[CH2:20]2.ClC1C(F)=CC(F)=C(C=1)C(NS(C)(=O)=O)=O.[Cl:40][C:41]1[C:42](F)=[CH:43][C:44]([F:56])=[C:45]([CH:55]=1)[C:46]([NH:48][S:49](=[O:54])(=[O:53])[N:50]([CH3:52])[CH3:51])=[O:47]. Given the product [CH:13]12[CH2:22][CH:17]3[CH2:18][CH:19]([CH2:21][CH:15]([CH2:16]3)[CH:14]1[O:23][C:42]1[C:41]([Cl:40])=[CH:55][C:45]([C:46]([NH:48][S:49](=[O:54])(=[O:53])[N:50]([CH3:52])[CH3:51])=[O:47])=[C:44]([F:56])[CH:43]=1)[CH2:20]2, predict the reactants needed to synthesize it. (5) Given the product [N:1]1([S:7]([C:10]2[CH:17]=[CH:16][C:13]([CH2:14][NH:15][C:27]([C:19]3[O:18][C:22]4=[CH:23][N:24]=[CH:25][CH:26]=[C:21]4[CH:20]=3)=[O:28])=[CH:12][CH:11]=2)(=[O:9])=[O:8])[CH2:2][CH2:3][CH2:4][CH2:5][CH2:6]1, predict the reactants needed to synthesize it. The reactants are: [N:1]1([S:7]([C:10]2[CH:17]=[CH:16][C:13]([CH2:14][NH2:15])=[CH:12][CH:11]=2)(=[O:9])=[O:8])[CH2:6][CH2:5][CH2:4][CH2:3][CH2:2]1.[O:18]1[C:22]2=[CH:23][N:24]=[CH:25][CH:26]=[C:21]2[CH:20]=[C:19]1[C:27](O)=[O:28].CCN(C(C)C)C(C)C.F[P-](F)(F)(F)(F)F.N1(O[P+](N(C)C)(N(C)C)N(C)C)C2C=CC=CC=2N=N1. (6) Given the product [CH2:6]([N:60]([C:42]1[CH:41]=[C:40]([Cl:39])[CH:45]=[C:44]([C:46]2[CH:47]=[CH:48][C:49]([O:52][C:53]3[CH:54]=[CH:55][C:56]([F:59])=[CH:57][CH:58]=3)=[CH:50][CH:51]=2)[N:43]=1)[S:61]([CH3:64])(=[O:62])=[O:63])[CH:1]=[CH2:2], predict the reactants needed to synthesize it. The reactants are: [C:1]1(P(C2C=CC=CC=2)C2C=CC=CC=2)[CH:6]=CC=C[CH:2]=1.CCOC(/N=N/C(OCC)=O)=O.C1(C)C=CC=CC=1.[Cl:39][C:40]1[CH:45]=[C:44]([C:46]2[CH:51]=[CH:50][C:49]([O:52][C:53]3[CH:58]=[CH:57][C:56]([F:59])=[CH:55][CH:54]=3)=[CH:48][CH:47]=2)[N:43]=[C:42]([NH:60][S:61]([CH3:64])(=[O:63])=[O:62])[CH:41]=1.C(O)C=C. (7) Given the product [CH3:43][C@@:11]1([OH:12])[C@H:21]([OH:22])[C@@H:31]([CH2:33][OH:34])[O:32][C@H:10]1[N:47]1[CH:46]=[CH:45][C:51](=[O:52])[NH:50][C:48]1=[O:49], predict the reactants needed to synthesize it. The reactants are: C(O[C@@H:10]1[O:32][C@H:31]([CH2:33][O:34]C(=O)C2C=CC=CC=2)[C@@H:21]([O:22]C(=O)C2C=CC=CC=2)[C@@:11]1([CH3:43])[O:12]C(=O)C1C=CC=CC=1)(=O)C1C=CC=CC=1.[2H][C:45]1[C:51](=[O:52])[NH:50][C:48](=[O:49])[NH:47][CH:46]=1.C[O-].[Na+].